From a dataset of Catalyst prediction with 721,799 reactions and 888 catalyst types from USPTO. Predict which catalyst facilitates the given reaction. Reactant: [Cl:1][C:2]1[CH:7]=[CH:6][C:5]([C:8]2[CH:9]=[C:10]([C:20](O)=[O:21])[C:11]3[CH:16]=[N:15][N:14]([CH:17]([CH3:19])[CH3:18])[C:12]=3[N:13]=2)=[CH:4][CH:3]=1.Cl.[NH2:24][CH2:25][C:26]1[C:27](=[O:34])[NH:28][C:29]([CH3:33])=[CH:30][C:31]=1[CH3:32].CN1CCOCC1.ON1C2N=CC=CC=2N=N1.C(Cl)CCl. Product: [Cl:1][C:2]1[CH:7]=[CH:6][C:5]([C:8]2[CH:9]=[C:10]([C:20]([NH:24][CH2:25][C:26]3[C:27](=[O:34])[NH:28][C:29]([CH3:33])=[CH:30][C:31]=3[CH3:32])=[O:21])[C:11]3[CH:16]=[N:15][N:14]([CH:17]([CH3:19])[CH3:18])[C:12]=3[N:13]=2)=[CH:4][CH:3]=1. The catalyst class is: 16.